This data is from Forward reaction prediction with 1.9M reactions from USPTO patents (1976-2016). The task is: Predict the product of the given reaction. Given the reactants [O:1]([C:19]1[CH:26]=[C:25]([O:27][CH3:28])[C:22]([CH2:23][OH:24])=[C:21]([O:29][CH3:30])[CH:20]=1)[Si:2]([C:15]([CH3:18])([CH3:17])[CH3:16])([C:9]1[CH:14]=[CH:13][CH:12]=[CH:11][CH:10]=1)[C:3]1[CH:8]=[CH:7][CH:6]=[CH:5][CH:4]=1.N1C=CN=C1.[C:36]([Si:40](Cl)([CH3:42])[CH3:41])([CH3:39])([CH3:38])[CH3:37].O, predict the reaction product. The product is: [O:24]([CH2:23][C:22]1[C:21]([O:29][CH3:30])=[CH:20][C:19]([O:1][Si:2]([C:15]([CH3:18])([CH3:17])[CH3:16])([C:9]2[CH:10]=[CH:11][CH:12]=[CH:13][CH:14]=2)[C:3]2[CH:4]=[CH:5][CH:6]=[CH:7][CH:8]=2)=[CH:26][C:25]=1[O:27][CH3:28])[Si:40]([C:36]([CH3:39])([CH3:38])[CH3:37])([CH3:42])[CH3:41].